This data is from Forward reaction prediction with 1.9M reactions from USPTO patents (1976-2016). The task is: Predict the product of the given reaction. (1) The product is: [NH2:14][C:3]1[C:2]([Cl:1])=[CH:7][C:6]([Cl:8])=[CH:5][C:4]=1[NH:9][C:10](=[O:13])[O:11][CH3:12]. Given the reactants [Cl:1][C:2]1[C:3]([N+:14]([O-])=O)=[C:4]([NH:9][C:10](=[O:13])[O:11][CH3:12])[CH:5]=[C:6]([Cl:8])[CH:7]=1.S(S([O-])=O)([O-])=O.[Na+].[Na+].C(=O)(O)[O-].[Na+], predict the reaction product. (2) The product is: [C:14]([O:9][C:6]1[C:4](=[O:5])[CH:3]=[C:2]([CH3:1])[O:8][CH:7]=1)(=[O:17])[CH2:15][CH3:16]. Given the reactants [CH3:1][C:2]1[O:8][CH:7]=[C:6]([OH:9])[C:4](=[O:5])[CH:3]=1.CN(C)C.[C:14](O[C:14](=[O:17])[CH2:15][CH3:16])(=[O:17])[CH2:15][CH3:16], predict the reaction product. (3) Given the reactants C=O.Cl.[Br:4][C:5]1[CH:10]=[CH:9][C:8]([NH:11][C@H:12]2[CH2:17][CH2:16][NH:15][CH2:14][C@@H:13]2[OH:18])=[C:7]([N+:19]([O-:21])=[O:20])[CH:6]=1.[C:22](O)(=O)C.C([BH3-])#N.[Na+], predict the reaction product. The product is: [Br:4][C:5]1[CH:10]=[CH:9][C:8]([NH:11][C@H:12]2[CH2:17][CH2:16][N:15]([CH3:22])[CH2:14][C@@H:13]2[OH:18])=[C:7]([N+:19]([O-:21])=[O:20])[CH:6]=1. (4) Given the reactants Cl.[CH:2]1([CH2:5][O:6][C:7]2[CH:12]=[C:11]([F:13])[C:10]([O:14][CH3:15])=[CH:9][C:8]=2[C:16]2[C:17]3[NH:24][C:23]([CH3:25])=[C:22]([C:26]([NH:28][C@@H:29]4[CH2:34][CH2:33][NH:32][CH2:31][C@H:30]4[OH:35])=[O:27])[C:18]=3[N:19]=[CH:20][N:21]=2)[CH2:4][CH2:3]1.C([O:39][CH2:40][C:41](Cl)=[O:42])(=O)C, predict the reaction product. The product is: [CH:2]1([CH2:5][O:6][C:7]2[CH:12]=[C:11]([F:13])[C:10]([O:14][CH3:15])=[CH:9][C:8]=2[C:16]2[C:17]3[NH:24][C:23]([CH3:25])=[C:22]([C:26]([NH:28][C@@H:29]4[CH2:34][CH2:33][N:32]([C:40](=[O:39])[CH2:41][OH:42])[CH2:31][C@H:30]4[OH:35])=[O:27])[C:18]=3[N:19]=[CH:20][N:21]=2)[CH2:4][CH2:3]1. (5) Given the reactants [NH2:1][C@@H:2]([CH2:6][C:7]1[CH:12]=[CH:11][C:10]([I:13])=[CH:9][CH:8]=1)[C:3]([OH:5])=[O:4].S(Cl)([Cl:16])=O.[CH3:18]O, predict the reaction product. The product is: [ClH:16].[NH2:1][C@@H:2]([CH2:6][C:7]1[CH:8]=[CH:9][C:10]([I:13])=[CH:11][CH:12]=1)[C:3]([O:5][CH3:18])=[O:4]. (6) Given the reactants [CH3:1][C:2]1[CH:9]=[CH:8][CH:7]=[C:6]([CH3:10])[C:3]=1[CH2:4][OH:5].N(C(OC(C)C)=O)=NC(OC(C)C)=O.O[C:26]1[CH:27]=[C:28]([C:32]([CH3:36])([CH3:35])[C:33]#[N:34])[CH:29]=[CH:30][CH:31]=1.C1(P(C2C=CC=CC=2)C2C=CC=CC=2)C=CC=CC=1, predict the reaction product. The product is: [CH3:1][C:2]1[CH:9]=[CH:8][CH:7]=[C:6]([CH3:10])[C:3]=1[CH2:4][O:5][C:26]1[CH:27]=[C:28]([C:32]([CH3:36])([CH3:35])[C:33]#[N:34])[CH:29]=[CH:30][CH:31]=1.